This data is from Full USPTO retrosynthesis dataset with 1.9M reactions from patents (1976-2016). The task is: Predict the reactants needed to synthesize the given product. (1) Given the product [NH2:25][C@H:15]([C:14]([N:11]1[CH2:12][CH2:13][N:8]([C:6]2[CH:5]=[CH:4][CH:3]=[C:2]([CH3:1])[N:7]=2)[CH2:9][CH2:10]1)=[O:33])[CH2:16][CH2:17][CH2:18][CH2:19][NH:20][C:21](=[O:24])[CH:22]=[CH2:23], predict the reactants needed to synthesize it. The reactants are: [CH3:1][C:2]1[N:7]=[C:6]([N:8]2[CH2:13][CH2:12][N:11]([C:14](=[O:33])[C@@H:15]([NH:25]C(=O)OC(C)(C)C)[CH2:16][CH2:17][CH2:18][CH2:19][NH:20][C:21](=[O:24])[CH:22]=[CH2:23])[CH2:10][CH2:9]2)[CH:5]=[CH:4][CH:3]=1.C(O)(C(F)(F)F)=O.C(Cl)Cl. (2) Given the product [Cl:1][C:2]1[CH:7]=[CH:6][C:5]([C:10]([F:17])([F:16])[C:11]([OH:13])=[O:12])=[CH:4][CH:3]=1, predict the reactants needed to synthesize it. The reactants are: [Cl:1][C:2]1[CH:7]=[CH:6][C:5](I)=[CH:4][CH:3]=1.Br[C:10]([F:17])([F:16])[C:11]([O:13]CC)=[O:12].O.O.O.P([O-])([O-])(O)=O.[K+].[K+]. (3) Given the product [CH3:7][C@@:8]([O:6][CH2:1][CH2:2][CH2:3][CH:4]=[CH2:5])([CH:11]=[CH2:12])[CH2:10][OH:9], predict the reactants needed to synthesize it. The reactants are: [CH2:1]([OH:6])[CH2:2][CH2:3][CH:4]=[CH2:5].[CH3:7][C:8]1([CH:11]=[CH2:12])[CH2:10][O:9]1. (4) Given the product [ClH:15].[Br:1][C:2]1[C:10]([F:11])=[CH:9][C:5]([C:6]([OH:8])=[O:7])=[C:4]([NH:13][NH2:14])[CH:3]=1, predict the reactants needed to synthesize it. The reactants are: [Br:1][C:2]1[C:10]([F:11])=[CH:9][C:5]([C:6]([OH:8])=[O:7])=[C:4](F)[CH:3]=1.[NH2:13][NH2:14].[ClH:15].